Dataset: Forward reaction prediction with 1.9M reactions from USPTO patents (1976-2016). Task: Predict the product of the given reaction. (1) Given the reactants [CH3:1][C:2]1[O:3][C:4]2[CH:10]=[CH:9][C:8]([C:11]([OH:13])=O)=[CH:7][C:5]=2[N:6]=1.[NH2:14][C:15]1[CH:16]=[C:17]([CH:21]=[CH:22][C:23]=1O)[C:18](O)=O.C(OC)(OC)(OC)C, predict the reaction product. The product is: [CH2:23]([CH:15]([NH:14][C:11]([C:8]1[CH:9]=[CH:10][C:4]2[O:3][C:2]([CH3:1])=[N:6][C:5]=2[CH:7]=1)=[O:13])[CH2:16][CH2:17][CH3:18])[CH2:22][CH3:21]. (2) Given the reactants Cl.[CH3:2][NH:3][O:4][CH3:5].[CH3:6][N:7]1[C:11]([C:12]([OH:14])=O)=[CH:10][CH:9]=[N:8]1.F[P-](F)(F)(F)(F)F.N1(OC(N(C)C)=[N+](C)C)C2N=CC=CC=2N=N1.C(N(C(C)C)CC)(C)C, predict the reaction product. The product is: [CH3:5][O:4][N:3]([CH3:2])[C:12]([C:11]1[N:7]([CH3:6])[N:8]=[CH:9][CH:10]=1)=[O:14]. (3) Given the reactants [CH2:1]([O:3][C:4](=[O:16])[C:5]1[CH:10]=[C:9]([F:11])[C:8]([S:12][CH2:13][CH3:14])=[N:7][C:6]=1Cl)[CH3:2].[CH3:17][O:18][C:19]1[CH:26]=[CH:25][C:22]([CH2:23][NH2:24])=[CH:21][CH:20]=1, predict the reaction product. The product is: [CH2:1]([O:3][C:4](=[O:16])[C:5]1[CH:10]=[C:9]([F:11])[C:8]([S:12][CH2:13][CH3:14])=[N:7][C:6]=1[NH:24][CH2:23][C:22]1[CH:25]=[CH:26][C:19]([O:18][CH3:17])=[CH:20][CH:21]=1)[CH3:2]. (4) Given the reactants [Cl:1][C:2]1[N:7]=[CH:6][C:5]([C:8]2[NH:12][C:11]3[CH:13]=[CH:14][CH:15]=[C:16]([C:17]([OH:19])=O)[C:10]=3[N:9]=2)=[CH:4][CH:3]=1.[NH2:20][C:21]1[CH:28]=[CH:27][C:24]([C:25]#[N:26])=[C:23]([C:29]([F:32])([F:31])[F:30])[CH:22]=1.CN(C(ON1N=NC2C=CC=NC1=2)=[N+](C)C)C.F[P-](F)(F)(F)(F)F.CCN(C(C)C)C(C)C, predict the reaction product. The product is: [Cl:1][C:2]1[N:7]=[CH:6][C:5]([C:8]2[NH:12][C:11]3[CH:13]=[CH:14][CH:15]=[C:16]([C:17]([NH:20][C:21]4[CH:28]=[CH:27][C:24]([C:25]#[N:26])=[C:23]([C:29]([F:30])([F:31])[F:32])[CH:22]=4)=[O:19])[C:10]=3[N:9]=2)=[CH:4][CH:3]=1.